The task is: Predict which catalyst facilitates the given reaction.. This data is from Catalyst prediction with 721,799 reactions and 888 catalyst types from USPTO. (1) Reactant: [C:1]([C:3]1[CH:11]=[CH:10][C:6]([C:7](O)=[O:8])=[CH:5][CH:4]=1)#[N:2].CN([C:15]([O:19][N:20]1N=NC2C=CC=N[C:21]1=2)=[N+](C)C)C.F[P-](F)(F)(F)(F)F.CN. Product: [C:1]([C:3]1[CH:11]=[CH:10][C:6]([C:7]([N:20]([O:19][CH3:15])[CH3:21])=[O:8])=[CH:5][CH:4]=1)#[N:2]. The catalyst class is: 34. (2) Reactant: [C:1]1([C:7]2[CH:16]=[C:15]([C:17](O)=[O:18])[C:14]3[C:9](=[CH:10][CH:11]=[CH:12][CH:13]=3)[N:8]=2)[CH:6]=[CH:5][CH:4]=[CH:3][CH:2]=1.[O:20]=[S:21]1(=[O:31])[CH:25]=[CH:24][C:23]2[CH:26]=[CH:27][C:28]([NH2:30])=[CH:29][C:22]1=2.CCN(C(C)C)C(C)C.CN(C(ON1N=NC2C=CC=CC1=2)=[N+](C)C)C.F[P-](F)(F)(F)(F)F. Product: [O:20]=[S:21]1(=[O:31])[CH:25]=[CH:24][C:23]2[CH:26]=[CH:27][C:28]([NH:30][C:17]([C:15]3[C:14]4[C:9](=[CH:10][CH:11]=[CH:12][CH:13]=4)[N:8]=[C:7]([C:1]4[CH:6]=[CH:5][CH:4]=[CH:3][CH:2]=4)[CH:16]=3)=[O:18])=[CH:29][C:22]1=2. The catalyst class is: 606. (3) Reactant: C(OC(N=NC(OC(C)C)=O)=O)(C)C.C1(P(C2C=CC=CC=2)C2C=CC=CC=2)C=CC=CC=1.[Cl:34][C:35]1[CH:45]=[C:44]([O:46][CH2:47][CH:48]=[C:49]([Cl:51])[Cl:50])[CH:43]=[C:42]([Cl:52])[C:36]=1[CH2:37]OCCO.[C:53]1(=[O:63])[NH:57][C:56](=[O:58])[C:55]2=[CH:59][CH:60]=[CH:61][CH:62]=[C:54]12. Product: [Cl:52][C:42]1[CH:43]=[C:44]([O:46][CH2:47][CH:48]=[C:49]([Cl:50])[Cl:51])[CH:45]=[C:35]([Cl:34])[C:36]=1[CH2:37][N:57]1[C:53](=[O:63])[C:54]2[C:55](=[CH:59][CH:60]=[CH:61][CH:62]=2)[C:56]1=[O:58]. The catalyst class is: 207. (4) Reactant: Cl.C(N=C=NCCCN(C)C)C.[C:13]1([CH2:19][C:20]([NH:22][C:23]2([C:29]([OH:31])=[O:30])[CH2:28][CH2:27][CH2:26][CH2:25][CH2:24]2)=O)[CH:18]=[CH:17][CH:16]=[CH:15][CH:14]=1. Product: [C:13]1([CH2:19][C:20]2[O:31][C:29](=[O:30])[C:23]3([CH2:24][CH2:25][CH2:26][CH2:27][CH2:28]3)[N:22]=2)[CH:14]=[CH:15][CH:16]=[CH:17][CH:18]=1. The catalyst class is: 2. (5) Reactant: [C:1]([NH:4][C:5]1[CH:10]=[CH:9][CH:8]=[CH:7][CH:6]=1)(=[O:3])[CH3:2].I[C:12]1[CH:17]=[CH:16][C:15]([C:18]2[CH:23]=[CH:22][C:21]([I:24])=[CH:20][CH:19]=2)=[CH:14][CH:13]=1.C(=O)([O-])[O-].[K+].[K+].CCCCCCCCCCCC. Product: [I:24][C:21]1[CH:22]=[CH:23][C:18]([C:15]2[CH:16]=[CH:17][CH:12]=[CH:13][C:14]=2[N:4]([C:1](=[O:3])[CH3:2])[C:5]2[CH:10]=[CH:9][CH:8]=[CH:7][CH:6]=2)=[CH:19][CH:20]=1. The catalyst class is: 536. (6) Reactant: [C:1]([O:5][C:6]([NH:8][CH2:9][CH2:10][C:11]1[CH:19]=[CH:18][C:14]([C:15]([OH:17])=O)=[CH:13][CH:12]=1)=[O:7])([CH3:4])([CH3:3])[CH3:2].C1C=CC2N(O)N=NC=2C=1.C(N(CC)CC)C.[CH3:37][N:38]1[CH2:43][CH2:42][NH:41][CH2:40][CH2:39]1. Product: [C:1]([O:5][C:6](=[O:7])[NH:8][CH2:9][CH2:10][C:11]1[CH:12]=[CH:13][C:14]([C:15]([N:41]2[CH2:42][CH2:43][N:38]([CH3:37])[CH2:39][CH2:40]2)=[O:17])=[CH:18][CH:19]=1)([CH3:2])([CH3:3])[CH3:4]. The catalyst class is: 4.